This data is from Forward reaction prediction with 1.9M reactions from USPTO patents (1976-2016). The task is: Predict the product of the given reaction. (1) Given the reactants [F:1][C:2]1[CH:8]=[C:7]([C:9]([F:12])([F:11])[F:10])[CH:6]=[CH:5][C:3]=1[NH2:4].[I:13]Cl, predict the reaction product. The product is: [F:1][C:2]1[CH:8]=[C:7]([C:9]([F:10])([F:11])[F:12])[CH:6]=[C:5]([I:13])[C:3]=1[NH2:4]. (2) Given the reactants Br[CH:2]([CH2:39][CH3:40])[C:3]([C:5]1[CH:10]=[CH:9][C:8]([S:11][CH2:12][CH2:13][C:14]([F:38])([F:37])[C:15]([F:36])([F:35])[C:16]([F:34])([F:33])[C:17]([F:32])([F:31])[C:18]([F:30])([F:29])[C:19]([F:28])([F:27])[C:20]([F:26])([F:25])[C:21]([F:24])([F:23])[F:22])=[CH:7][CH:6]=1)=[O:4].C([O-])([O-])=O.[K+].[K+].[CH3:47][NH:48][CH3:49].O, predict the reaction product. The product is: [CH3:47][N:48]([CH3:49])[CH:2]([CH2:39][CH3:40])[C:3]([C:5]1[CH:10]=[CH:9][C:8]([S:11][CH2:12][CH2:13][C:14]([F:38])([F:37])[C:15]([F:36])([F:35])[C:16]([F:34])([F:33])[C:17]([F:32])([F:31])[C:18]([F:30])([F:29])[C:19]([F:28])([F:27])[C:20]([F:26])([F:25])[C:21]([F:24])([F:23])[F:22])=[CH:7][CH:6]=1)=[O:4]. (3) Given the reactants F[C:2]1[C:7]([C:8]#[N:9])=[CH:6][N:5]=[C:4]2[S:10][C:11]([I:13])=[CH:12][C:3]=12.[CH3:14][C:15]1[C:23]([NH2:24])=[CH:22][CH:21]=[C:20]2[C:16]=1[CH:17]=[CH:18][NH:19]2, predict the reaction product. The product is: [I:13][C:11]1[S:10][C:4]2=[N:5][CH:6]=[C:7]([C:8]#[N:9])[C:2]([NH:24][C:23]3[C:15]([CH3:14])=[C:16]4[C:20](=[CH:21][CH:22]=3)[NH:19][CH:18]=[CH:17]4)=[C:3]2[CH:12]=1. (4) Given the reactants [NH:1](C(OC(C)(C)C)=O)[C@H:2]([C:5]([O:7]C(C)(C)C)=[O:6])[CH2:3][OH:4].N[C:20]1[CH:21]=[C:22]([S:26]([OH:29])(=[O:28])=[O:27])C=CC=1.CN(C=[O:34])C.C([N:38]([CH:41]([CH3:43])[CH3:42])[CH2:39]C)(C)C, predict the reaction product. The product is: [S:26]([C:22]1[CH:43]=[C:41]([NH:38][C:39]([O:4][CH2:3][C@@H:2]([C:5]([OH:7])=[O:6])[NH2:1])=[O:34])[CH:42]=[CH:20][CH:21]=1)([OH:29])(=[O:28])=[O:27]. (5) The product is: [Br:1][C:2]1[CH:10]=[CH:9][C:5]([C:6]([N:16]2[CH2:19][CH2:18][CH2:17]2)=[O:8])=[C:4]([O:11][C:12]([F:15])([F:14])[F:13])[CH:3]=1. Given the reactants [Br:1][C:2]1[CH:10]=[CH:9][C:5]([C:6]([OH:8])=O)=[C:4]([O:11][C:12]([F:15])([F:14])[F:13])[CH:3]=1.[NH:16]1[CH2:19][CH2:18][CH2:17]1, predict the reaction product. (6) Given the reactants [N:1]([CH2:4][CH2:5][CH2:6][CH2:7][CH2:8][C:9]([O:11]C)=[O:10])=[N+:2]=[N-:3].CO.O.[Li+].[OH-], predict the reaction product. The product is: [N:1]([CH2:4][CH2:5][CH2:6][CH2:7][CH2:8][C:9]([OH:11])=[O:10])=[N+:2]=[N-:3]. (7) Given the reactants [CH3:1][N:2]([CH3:17])[C:3]1[CH:4]=[C:5]([C:9]2([OH:16])[CH2:14][CH2:13][C:12](=O)[CH2:11][CH2:10]2)[CH:6]=[CH:7][CH:8]=1.[NH:18]1[CH2:21][CH:20]([NH:22][C:23]([CH2:25][NH:26][C:27](=[O:38])[C:28]2[CH:33]=[CH:32][CH:31]=[C:30]([C:34]([F:37])([F:36])[F:35])[CH:29]=2)=[O:24])[CH2:19]1, predict the reaction product. The product is: [CH3:1][N:2]([CH3:17])[C:3]1[CH:4]=[C:5]([C:9]2([OH:16])[CH2:14][CH2:13][CH:12]([N:18]3[CH2:21][CH:20]([NH:22][C:23]([CH2:25][NH:26][C:27](=[O:38])[C:28]4[CH:33]=[CH:32][CH:31]=[C:30]([C:34]([F:37])([F:35])[F:36])[CH:29]=4)=[O:24])[CH2:19]3)[CH2:11][CH2:10]2)[CH:6]=[CH:7][CH:8]=1.